Dataset: Catalyst prediction with 721,799 reactions and 888 catalyst types from USPTO. Task: Predict which catalyst facilitates the given reaction. (1) Reactant: Cl[C:2]1[O:3][C:4]2[CH:10]=[C:9]([CH3:11])[CH:8]=[CH:7][C:5]=2[N:6]=1.FC(F)(F)C(O)=O.[NH:19]1[CH2:24][CH2:23][CH:22]([O:25][C:26]2[CH:31]=[CH:30][CH:29]=[CH:28][C:27]=2[NH:32][S:33]([C:36]2[CH:41]=[CH:40][CH:39]=[CH:38][N:37]=2)(=[O:35])=[O:34])[CH2:21][CH2:20]1.C(=O)(O)[O-].[Na+]. Product: [CH3:11][C:9]1[CH:8]=[CH:7][C:5]2[N:6]=[C:2]([N:19]3[CH2:24][CH2:23][CH:22]([O:25][C:26]4[CH:31]=[CH:30][CH:29]=[CH:28][C:27]=4[NH:32][S:33]([C:36]4[CH:41]=[CH:40][CH:39]=[CH:38][N:37]=4)(=[O:35])=[O:34])[CH2:21][CH2:20]3)[O:3][C:4]=2[CH:10]=1. The catalyst class is: 14. (2) Reactant: [C:1]1([C:7](=[O:11])[C:8]([OH:10])=[O:9])[CH:6]=[CH:5][CH:4]=[CH:3][CH:2]=1.[OH-].[Na+].[N+]([O-])([O-])=O.[Ag+:18]. Product: [C:1]1([C:7](=[O:11])[C:8]([O-:10])=[O:9])[CH:6]=[CH:5][CH:4]=[CH:3][CH:2]=1.[Ag+:18]. The catalyst class is: 5. (3) Reactant: [CH3:1][C:2]1[S:3][CH:4]=[C:5]([CH2:7][CH2:8][NH:9][C:10]2[CH:15]=[CH:14][C:13]([NH2:16])=[CH:12][CH:11]=2)[N:6]=1.[F:17][C:18]([F:35])([F:34])[C:19]1[CH:24]=[CH:23][C:22]([C:25]2[C:26]([C:31](O)=[O:32])=[CH:27][CH:28]=[CH:29][CH:30]=2)=[CH:21][CH:20]=1.C1C=CC2N(O)N=NC=2C=1.CCN=C=NCCCN(C)C.Cl. Product: [CH3:1][C:2]1[S:3][CH:4]=[C:5]([CH2:7][CH2:8][NH:9][C:10]2[CH:15]=[CH:14][C:13]([NH:16][C:31]([C:26]3[C:25]([C:22]4[CH:23]=[CH:24][C:19]([C:18]([F:17])([F:34])[F:35])=[CH:20][CH:21]=4)=[CH:30][CH:29]=[CH:28][CH:27]=3)=[O:32])=[CH:12][CH:11]=2)[N:6]=1. The catalyst class is: 289. (4) Reactant: [C:1]1([CH2:10][C:11]#[N:12])[CH:6]=[CH:5][C:4]([CH2:7][C:8]#[N:9])=[CH:3][CH:2]=1.N.[H][H]. Product: [NH2:9][CH2:8][CH2:7][C:4]1[CH:5]=[CH:6][C:1]([CH2:10][CH2:11][NH2:12])=[CH:2][CH:3]=1. The catalyst class is: 227. (5) Reactant: [Cl:1][C:2]1[CH:11]=[CH:10][C:9]2[C:8]([C:12]([NH:14][CH2:15][CH:16]3[CH2:21][CH2:20][CH2:19][CH2:18][CH2:17]3)=[O:13])=[C:7]([Cl:22])[CH:6]=[CH:5][C:4]=2[N:3]=1.[CH3:23][NH:24][CH2:25][CH2:26][CH2:27][NH:28][CH3:29]. Product: [ClH:1].[ClH:1].[Cl:22][C:7]1[CH:6]=[CH:5][C:4]2[N:3]=[C:2]([N:24]([CH3:23])[CH2:25][CH2:26][CH2:27][NH:28][CH3:29])[CH:11]=[CH:10][C:9]=2[C:8]=1[C:12]([NH:14][CH2:15][CH:16]1[CH2:21][CH2:20][CH2:19][CH2:18][CH2:17]1)=[O:13]. The catalyst class is: 10. (6) Reactant: [Br:1][C:2]1[CH:3]=[CH:4][C:5]([F:19])=[C:6]([C:8]([NH:14][C:15](=[O:18])[CH2:16]Cl)([CH:11]2[CH2:13][CH2:12]2)[CH2:9][OH:10])[CH:7]=1.CC(C)([O-])C.[K+]. Product: [Br:1][C:2]1[CH:3]=[CH:4][C:5]([F:19])=[C:6]([C:8]2([CH:11]3[CH2:13][CH2:12]3)[NH:14][C:15](=[O:18])[CH2:16][O:10][CH2:9]2)[CH:7]=1. The catalyst class is: 51. (7) Reactant: [CH:1]([C:4]1[CH:5]=[C:6]([CH:10]=[C:11]([CH:15]([CH3:17])[CH3:16])[C:12]=1[O:13][CH3:14])[C:7]([OH:9])=O)([CH3:3])[CH3:2].C(Cl)(=O)C(Cl)=O.[Sn](Cl)(Cl)(Cl)Cl.[Br:29][C:30]1[CH:43]=[CH:42][C:33]([CH2:34][C:35]2[O:36][C:37]([CH3:41])=[C:38]([CH3:40])[CH:39]=2)=[CH:32][CH:31]=1. Product: [Br:29][C:30]1[CH:43]=[CH:42][C:33]([CH2:34][C:35]2[O:36][C:37]([CH3:41])=[C:38]([CH3:40])[C:39]=2[C:7]([C:6]2[CH:10]=[C:11]([CH:15]([CH3:17])[CH3:16])[C:12]([O:13][CH3:14])=[C:4]([CH:1]([CH3:2])[CH3:3])[CH:5]=2)=[O:9])=[CH:32][CH:31]=1. The catalyst class is: 454.